This data is from NCI-60 drug combinations with 297,098 pairs across 59 cell lines. The task is: Regression. Given two drug SMILES strings and cell line genomic features, predict the synergy score measuring deviation from expected non-interaction effect. (1) Drug 1: CC(C1=C(C=CC(=C1Cl)F)Cl)OC2=C(N=CC(=C2)C3=CN(N=C3)C4CCNCC4)N. Drug 2: C1=NC(=NC(=O)N1C2C(C(C(O2)CO)O)O)N. Cell line: BT-549. Synergy scores: CSS=2.95, Synergy_ZIP=1.82, Synergy_Bliss=2.69, Synergy_Loewe=-8.33, Synergy_HSA=-1.42. (2) Drug 1: CC1=C2C(C(=O)C3(C(CC4C(C3C(C(C2(C)C)(CC1OC(=O)C(C(C5=CC=CC=C5)NC(=O)OC(C)(C)C)O)O)OC(=O)C6=CC=CC=C6)(CO4)OC(=O)C)OC)C)OC. Drug 2: C#CCC(CC1=CN=C2C(=N1)C(=NC(=N2)N)N)C3=CC=C(C=C3)C(=O)NC(CCC(=O)O)C(=O)O. Cell line: PC-3. Synergy scores: CSS=41.7, Synergy_ZIP=-13.3, Synergy_Bliss=-16.3, Synergy_Loewe=-13.5, Synergy_HSA=-12.4.